Dataset: NCI-60 drug combinations with 297,098 pairs across 59 cell lines. Task: Regression. Given two drug SMILES strings and cell line genomic features, predict the synergy score measuring deviation from expected non-interaction effect. (1) Drug 1: CC12CCC3C(C1CCC2=O)CC(=C)C4=CC(=O)C=CC34C. Drug 2: CCC1(C2=C(COC1=O)C(=O)N3CC4=CC5=C(C=CC(=C5CN(C)C)O)N=C4C3=C2)O.Cl. Cell line: UACC62. Synergy scores: CSS=42.1, Synergy_ZIP=-1.86, Synergy_Bliss=3.05, Synergy_Loewe=-6.81, Synergy_HSA=5.35. (2) Drug 1: CC1CCC2CC(C(=CC=CC=CC(CC(C(=O)C(C(C(=CC(C(=O)CC(OC(=O)C3CCCCN3C(=O)C(=O)C1(O2)O)C(C)CC4CCC(C(C4)OC)O)C)C)O)OC)C)C)C)OC. Drug 2: C1=CN(C=N1)CC(O)(P(=O)(O)O)P(=O)(O)O. Cell line: HCC-2998. Synergy scores: CSS=5.58, Synergy_ZIP=-4.17, Synergy_Bliss=-2.73, Synergy_Loewe=-9.32, Synergy_HSA=-1.19.